This data is from Catalyst prediction with 721,799 reactions and 888 catalyst types from USPTO. The task is: Predict which catalyst facilitates the given reaction. (1) Reactant: [CH:1]1([C:6]2[N:7]=[CH:8][NH:9][CH:10]=2)[CH2:5][CH2:4][CH2:3][CH2:2]1.[N+:11]([O-])([OH:13])=[O:12].[OH-].[Na+]. Product: [CH:1]1([C:6]2[N:7]=[CH:8][NH:9][C:10]=2[N+:11]([O-:13])=[O:12])[CH2:5][CH2:4][CH2:3][CH2:2]1. The catalyst class is: 65. (2) Reactant: [S:1]1[CH:5]=[CH:4][CH:3]=[C:2]1[CH:6]1[C:12](=S)[NH:11][C:10]2[N:14]=[CH:15][CH:16]=[CH:17][C:9]=2[C:8]([C:18]2[S:19][CH:20]=[CH:21][CH:22]=2)=[N:7]1.[CH3:23][NH2:24]. Product: [CH3:23][NH:24][C:12]1[CH:6]([C:2]2[S:1][CH:5]=[CH:4][CH:3]=2)[N:7]=[C:8]([C:18]2[S:19][CH:20]=[CH:21][CH:22]=2)[C:9]2[CH:17]=[CH:16][CH:15]=[N:14][C:10]=2[N:11]=1. The catalyst class is: 1. (3) Reactant: C([O:8][C:9]([C:11]1[N:12]=[C:13]([CH:16]([CH2:22][C:23]2[CH:28]=[CH:27][C:26]([O:29][CH2:30][CH2:31][C:32]3[CH:37]=[CH:36][CH:35]=[C:34]([NH:38][CH3:39])[N:33]=3)=[CH:25][CH:24]=2)[CH2:17][C:18]([O:20][CH3:21])=[O:19])[O:14][CH:15]=1)=[O:10])C1C=CC=CC=1. Product: [C:9]([C:11]1[N:12]=[C:13]([CH:16]([CH2:22][C:23]2[CH:28]=[CH:27][C:26]([O:29][CH2:30][CH2:31][C:32]3[CH:37]=[CH:36][CH:35]=[C:34]([NH:38][CH3:39])[N:33]=3)=[CH:25][CH:24]=2)[CH2:17][C:18]([O:20][CH3:21])=[O:19])[O:14][CH:15]=1)([OH:10])=[O:8]. The catalyst class is: 50. (4) Reactant: [F:1][C:2]([F:30])([CH2:28][OH:29])[CH2:3][N:4]1[C:8]([C:9]2[CH:14]=[CH:13][C:12]([F:15])=[CH:11][CH:10]=2)=[C:7]([C:16]2[CH:17]=[CH:18][C:19]3[O:24][CH2:23][C:22](=[O:25])[NH:21][C:20]=3[CH:26]=2)[C:6]([CH3:27])=[N:5]1.[CH2:31]([O:38][C:39](=[O:53])[CH2:40][C@H:41]([NH:45][C:46]([O:48][C:49]([CH3:52])([CH3:51])[CH3:50])=[O:47])[C:42](O)=[O:43])[C:32]1[CH:37]=[CH:36][CH:35]=[CH:34][CH:33]=1.CCN=C=NCCCN(C)C.C([O-])(O)=O.[Na+]. Product: [C:49]([O:48][C:46]([NH:45][C@H:41]([C:42]([O:29][CH2:28][C:2]([F:1])([F:30])[CH2:3][N:4]1[C:8]([C:9]2[CH:10]=[CH:11][C:12]([F:15])=[CH:13][CH:14]=2)=[C:7]([C:16]2[CH:17]=[CH:18][C:19]3[O:24][CH2:23][C:22](=[O:25])[NH:21][C:20]=3[CH:26]=2)[C:6]([CH3:27])=[N:5]1)=[O:43])[CH2:40][C:39]([O:38][CH2:31][C:32]1[CH:33]=[CH:34][CH:35]=[CH:36][CH:37]=1)=[O:53])=[O:47])([CH3:51])([CH3:52])[CH3:50]. The catalyst class is: 17. (5) Reactant: [CH2:1]([O:3][C:4]([C:6]1[N:10]([CH2:11][C:12]2[CH:17]=[C:16]([C:18]([F:21])([F:20])[F:19])[CH:15]=[C:14]([C:22]([F:25])([F:24])[F:23])[CH:13]=2)[C:9]2[C:26](Br)=[CH:27][S:28][C:8]=2[C:7]=1I)=[O:5])[CH3:2].[C:31]1(B(O)O)[CH:36]=[CH:35][CH:34]=[CH:33][CH:32]=1.[O-]P([O-])([O-])=O.[K+].[K+].[K+].[C:48]1(C)[CH:53]=[CH:52][CH:51]=[CH:50][C:49]=1P([C:48]1[CH:53]=[CH:52][CH:51]=[CH:50][C:49]=1C)[C:48]1[CH:53]=[CH:52][CH:51]=[CH:50][C:49]=1C. Product: [CH2:1]([O:3][C:4]([C:6]1[N:10]([CH2:11][C:12]2[CH:17]=[C:16]([C:18]([F:21])([F:20])[F:19])[CH:15]=[C:14]([C:22]([F:25])([F:24])[F:23])[CH:13]=2)[C:9]2[C:26]([C:31]3[CH:36]=[CH:35][CH:34]=[CH:33][CH:32]=3)=[CH:27][S:28][C:8]=2[C:7]=1[C:48]1[CH:53]=[CH:52][CH:51]=[CH:50][CH:49]=1)=[O:5])[CH3:2]. The catalyst class is: 718. (6) Reactant: Cl.[NH2:2][C:3]1[C:4]([C:13]([NH:15][C@@H:16]([CH:21]2[CH2:26][CH2:25][CH2:24][CH2:23][CH2:22]2)[C:17]([O:19][CH3:20])=[O:18])=[O:14])=[CH:5][C:6]2[C:11]([CH:12]=1)=[CH:10][CH:9]=[CH:8][CH:7]=2.[N:27]([C:30]1[C:35]([CH3:36])=[CH:34][C:33]([O:37][CH2:38][CH2:39][CH3:40])=[CH:32][C:31]=1[CH3:41])=[C:28]=[O:29].CCCCCC.C(OCC)(=O)C. The catalyst class is: 17. Product: [CH:21]1([C@H:16]([NH:15][C:13]([C:4]2[C:3]([NH:2][C:28]([NH:27][C:30]3[C:31]([CH3:41])=[CH:32][C:33]([O:37][CH2:38][CH2:39][CH3:40])=[CH:34][C:35]=3[CH3:36])=[O:29])=[CH:12][C:11]3[C:6](=[CH:7][CH:8]=[CH:9][CH:10]=3)[CH:5]=2)=[O:14])[C:17]([O:19][CH3:20])=[O:18])[CH2:26][CH2:25][CH2:24][CH2:23][CH2:22]1. (7) Reactant: [Br:1]C1N=C(N)C([N+]([O-])=O)=CC=1.C[O:13][C:14]1[N:19]=[C:18]([NH2:20])[C:17]([N+:21]([O-:23])=[O:22])=[CH:16][CH:15]=1. Product: [BrH:1].[NH2:20][C:18]1[N:19]=[C:14]([OH:13])[CH:15]=[CH:16][C:17]=1[N+:21]([O-:23])=[O:22]. The catalyst class is: 570. (8) Reactant: [F:1][C:2]1[CH:7]=[CH:6][C:5]([C@H:8]2[CH2:17][CH2:16][CH2:15][C@@H:14]3[N:9]2[C:10](=[O:18])[CH2:11][CH:12]=[CH:13]3)=[CH:4][CH:3]=1.[H][H]. Product: [F:1][C:2]1[CH:7]=[CH:6][C:5]([C@H:8]2[CH2:17][CH2:16][CH2:15][C@@H:14]3[N:9]2[C:10](=[O:18])[CH2:11][CH2:12][CH2:13]3)=[CH:4][CH:3]=1. The catalyst class is: 663. (9) Reactant: N[C:2]1[C:10]([CH3:11])=[CH:9][C:8]([CH3:12])=[CH:7][C:3]=1[C:4]([OH:6])=[O:5].[OH-].[Na+].N([O-])=O.[Na+].Cl.C([O-])(=O)C.[K+].CCOC([S-])=[S:29].[K+]. Product: [SH:29][C:2]1[C:10]([CH3:11])=[CH:9][C:8]([CH3:12])=[CH:7][C:3]=1[C:4]([OH:6])=[O:5]. The catalyst class is: 6.